From a dataset of Forward reaction prediction with 1.9M reactions from USPTO patents (1976-2016). Predict the product of the given reaction. (1) Given the reactants [N-:1]=[N+:2]=[N-:3].[Na+].[Cl-].[NH4+].CN(C)C=O.[CH2:12]([O:19][C:20]1[CH:42]=[CH:41][C:40]([N:43]2[CH2:48][CH2:47][CH2:46][CH2:45][CH2:44]2)=[CH:39][C:21]=1[C:22]([NH:24][C:25]1[CH:26]=[C:27]([C:33]2[CH:38]=[CH:37][CH:36]=[CH:35][CH:34]=2)[CH:28]=[CH:29][C:30]=1[C:31]#[N:32])=[O:23])[C:13]1[CH:18]=[CH:17][CH:16]=[CH:15][CH:14]=1, predict the reaction product. The product is: [CH2:12]([O:19][C:20]1[CH:42]=[CH:41][C:40]([N:43]2[CH2:48][CH2:47][CH2:46][CH2:45][CH2:44]2)=[CH:39][C:21]=1[C:22]([NH:24][C:25]1[CH:26]=[C:27]([C:33]2[CH:38]=[CH:37][CH:36]=[CH:35][CH:34]=2)[CH:28]=[CH:29][C:30]=1[C:31]1[NH:32][N:3]=[N:2][N:1]=1)=[O:23])[C:13]1[CH:14]=[CH:15][CH:16]=[CH:17][CH:18]=1. (2) Given the reactants [CH2:1]([O:3][C:4](=[O:18])[CH:5]=[CH:6][C:7]1[C:8](Cl)=[N:9][C:10]([C:13]([F:16])([F:15])[F:14])=[CH:11][CH:12]=1)[CH3:2].[S:19]1[CH:23]=[CH:22][C:21](B(O)O)=[CH:20]1, predict the reaction product. The product is: [CH2:1]([O:3][C:4](=[O:18])[CH:5]=[CH:6][C:7]1[C:8]([C:21]2[CH:22]=[CH:23][S:19][CH:20]=2)=[N:9][C:10]([C:13]([F:16])([F:15])[F:14])=[CH:11][CH:12]=1)[CH3:2]. (3) Given the reactants [OH:1][C:2]1[CH:3]=[CH:4][C:5]2[C:6]3[N:14]=[C:13]([C:15]4[CH:20]=[CH:19][CH:18]=[CH:17][CH:16]=4)[CH:12]=[C:11]([C:21]([NH2:23])=[O:22])[C:7]=3[NH:8][C:9]=2[CH:10]=1.O[CH2:25][CH2:26][N:27](C)[C:28](=O)OC(C)(C)C.Cl, predict the reaction product. The product is: [CH3:28][NH:27][CH2:26][CH2:25][O:1][C:2]1[CH:3]=[CH:4][C:5]2[C:6]3[N:14]=[C:13]([C:15]4[CH:20]=[CH:19][CH:18]=[CH:17][CH:16]=4)[CH:12]=[C:11]([C:21]([NH2:23])=[O:22])[C:7]=3[NH:8][C:9]=2[CH:10]=1. (4) Given the reactants [CH3:1][S:2](Cl)(=[O:4])=[O:3].[C:6]([NH:9][C:10]1[C:19]([C@H:20]2[CH2:24][CH2:23][O:22][C@H:21]2[CH2:25][OH:26])=[CH:18][CH:17]=[C:16]([NH:27][C:28](=[O:33])[C:29]([CH3:32])([CH3:31])[CH3:30])[C:11]=1[C:12]([O:14][CH3:15])=[O:13])(=[O:8])[CH3:7].C(N(CC)CC)C, predict the reaction product. The product is: [C:6]([NH:9][C:10]1[C:19]([C@H:20]2[CH2:24][CH2:23][O:22][C@H:21]2[CH2:25][O:26][S:2]([CH3:1])(=[O:4])=[O:3])=[CH:18][CH:17]=[C:16]([NH:27][C:28](=[O:33])[C:29]([CH3:32])([CH3:31])[CH3:30])[C:11]=1[C:12]([O:14][CH3:15])=[O:13])(=[O:8])[CH3:7]. (5) The product is: [NH2:1][C:4]1[CH:5]=[CH:6][C:7]([N:10]2[CH2:11][CH:12]([OH:14])[CH2:13]2)=[N:8][CH:9]=1. Given the reactants [N+:1]([C:4]1[CH:5]=[CH:6][C:7]([N:10]2[CH2:13][CH:12]([OH:14])[CH2:11]2)=[N:8][CH:9]=1)([O-])=O, predict the reaction product. (6) Given the reactants Br[C:2]1[CH:3]=[C:4]([Cl:16])[CH:5]=[C:6]2[C:10]=1[N:9]([CH3:11])[C:8]([C:12]([NH2:14])=[O:13])=[C:7]2[CH3:15].[F:17][C:18]1[CH:23]=[CH:22][C:21](B(O)O)=[CH:20][CH:19]=1, predict the reaction product. The product is: [Cl:16][C:4]1[CH:5]=[C:6]2[C:10](=[C:2]([C:21]3[CH:22]=[CH:23][C:18]([F:17])=[CH:19][CH:20]=3)[CH:3]=1)[N:9]([CH3:11])[C:8]([C:12]([NH2:14])=[O:13])=[C:7]2[CH3:15]. (7) Given the reactants I[C:2]1[CH:7]=[CH:6][C:5]([C:8]2[C:12]([NH:13][C:14](=[O:25])[O:15][CH:16]([C:18]3[CH:23]=[CH:22][CH:21]=[CH:20][C:19]=3[Cl:24])[CH3:17])=[CH:11][O:10][N:9]=2)=[CH:4][CH:3]=1.[CH3:26][CH:27]([CH2:33][CH:34]=[CH2:35])[C:28]([O:30]CC)=[O:29], predict the reaction product. The product is: [Cl:24][C:19]1[CH:20]=[CH:21][CH:22]=[CH:23][C:18]=1[C@H:16]([O:15][C:14]([NH:13][C:12]1[C:8]([C:5]2[CH:6]=[CH:7][C:2]([CH2:35][CH2:34][CH2:33][CH:27]([CH3:26])[C:28]([OH:30])=[O:29])=[CH:3][CH:4]=2)=[N:9][O:10][CH:11]=1)=[O:25])[CH3:17]. (8) Given the reactants [Br:1][C:2]1[CH:19]=[CH:18][C:5]([O:6][CH2:7][CH:8]2[CH2:13][CH2:12][N:11]([CH2:14][CH:15](O)[CH3:16])[CH2:10][CH2:9]2)=[CH:4][CH:3]=1.COCCN(S(F)(F)[F:30])CCOC.C([O-])(O)=O.[Na+], predict the reaction product. The product is: [Br:1][C:2]1[CH:19]=[CH:18][C:5]([O:6][CH2:7][CH:8]2[CH2:13][CH2:12][N:11]([CH2:14][CH:15]([F:30])[CH3:16])[CH2:10][CH2:9]2)=[CH:4][CH:3]=1. (9) Given the reactants C(O[C:6]1[C:14](OC)=[CH:13][C:9]([C:10](O)=[O:11])=[CH:8][C:7]=1OC)CCC.[NH2:19]CC1(N(C)C)CCOCC1.C(N(C(C)C)CC)(C)C.C[NH3+].F[P-](F)(F)(F)(F)F.N1(OC(N(C)C)=[N+](C)C)C2N=CC=CC=2N=N1.F[P-](F)(F)(F)(F)F, predict the reaction product. The product is: [C:10]([NH2:19])(=[O:11])[C:9]1[CH:13]=[CH:14][CH:6]=[CH:7][CH:8]=1. (10) The product is: [CH:36]1([CH2:39][O:1][C:2]2[CH:3]=[C:4]([CH:31]=[CH:32][C:33]=2[O:34][CH3:35])[CH2:5][CH:6]2[C:15]3[C:10](=[CH:11][C:12]([O:18][CH3:19])=[C:13]([O:16][CH3:17])[CH:14]=3)[CH2:9][CH2:8][N:7]2[CH2:20][C:21]([NH:23][CH2:24][C:25]2[CH:30]=[CH:29][CH:28]=[CH:27][CH:26]=2)=[O:22])[CH2:38][CH2:37]1. Given the reactants [OH:1][C:2]1[CH:3]=[C:4]([CH:31]=[CH:32][C:33]=1[O:34][CH3:35])[CH2:5][CH:6]1[C:15]2[C:10](=[CH:11][C:12]([O:18][CH3:19])=[C:13]([O:16][CH3:17])[CH:14]=2)[CH2:9][CH2:8][N:7]1[CH2:20][C:21]([NH:23][CH2:24][C:25]1[CH:30]=[CH:29][CH:28]=[CH:27][CH:26]=1)=[O:22].[CH:36]1([CH2:39]Br)[CH2:38][CH2:37]1, predict the reaction product.